Dataset: Catalyst prediction with 721,799 reactions and 888 catalyst types from USPTO. Task: Predict which catalyst facilitates the given reaction. (1) Reactant: Cl[CH2:2][C:3]([CH3:6])([OH:5])[CH3:4].[OH:7][C:8]1[CH:15]=[CH:14][C:11]([C:12]#[N:13])=[CH:10][CH:9]=1.C([O-])([O-])=O.[K+].[K+]. Product: [OH:5][C:3]([CH3:6])([CH3:4])[CH2:2][O:7][C:8]1[CH:15]=[CH:14][C:11]([C:12]#[N:13])=[CH:10][CH:9]=1. The catalyst class is: 97. (2) Reactant: [C:1]([C:4]1[CH:9]=[CH:8][CH:7]=[C:6]([CH2:10][O:11][Si](C(C)(C)C)(C)C)[N:5]=1)(=[O:3])[CH3:2].[SiH3]O[SiH3].O.[F-].C([N+](CCCC)(CCCC)CCCC)CCC. Product: [C:1]([C:4]1[CH:9]=[CH:8][CH:7]=[C:6]([CH2:10][OH:11])[N:5]=1)(=[O:3])[CH3:2]. The catalyst class is: 1. (3) The catalyst class is: 156. Product: [F:34][C:31]([F:32])([F:33])[C:28]1[C:25]2[CH2:26][CH2:27][NH:22][CH2:23][C:24]=2[N:30]([C:2]2[CH:7]=[CH:6][C:5]([CH2:8][N:9]3[CH2:13][CH2:12][CH2:11][C:10]3=[O:14])=[CH:4][CH:3]=2)[N:29]=1. Reactant: I[C:2]1[CH:7]=[CH:6][C:5]([CH2:8][N:9]2[CH2:13][CH2:12][CH2:11][C:10]2=[O:14])=[CH:4][CH:3]=1.C(OC([N:22]1[CH2:27][CH2:26][C:25]2[C:28]([C:31]([F:34])([F:33])[F:32])=[N:29][NH:30][C:24]=2[CH2:23]1)=O)(C)(C)C.CN(C)CC(O)=O.C(=O)([O-])[O-].[K+].[K+]. (4) Reactant: [Cl:1][C:2]1[N:3]=[C:4]([N:11]2[CH2:16][CH2:15][CH:14]([CH2:17][OH:18])[CH2:13][CH2:12]2)[C:5]2[O:10][CH:9]=[CH:8][C:6]=2[N:7]=1.ClC1N=C(Cl)C2OC=CC=2N=1.N1CCC(CO)CC1.CC(OI1(OC(C)=O)(OC(C)=O)OC(=O)C2C=CC=CC1=2)=O. Product: [Cl:1][C:2]1[N:3]=[C:4]([N:11]2[CH2:16][CH2:15][CH:14]([CH:17]=[O:18])[CH2:13][CH2:12]2)[C:5]2[O:10][CH:9]=[CH:8][C:6]=2[N:7]=1. The catalyst class is: 2.